This data is from Reaction yield outcomes from USPTO patents with 853,638 reactions. The task is: Predict the reaction yield, written as a fraction of the theoretical maximum amount of product (1.0 means a 100% yield; for example, 0.34 means a 34% yield). (1) The reactants are [C:1]([O:5][C:6]([N:8]1[CH2:12][CH2:11][C@H:10]([NH:13][C:14]2[C:15]3[CH2:23][NH:22][CH2:21][CH2:20][C:16]=3[N:17]=[CH:18][N:19]=2)[CH2:9]1)=[O:7])([CH3:4])([CH3:3])[CH3:2].Br[C:25]1[CH:26]=[C:27]([C:33]([F:36])([F:35])[F:34])[C:28]([O:31][CH3:32])=[N:29][CH:30]=1.CC(C)([O-])C.[Na+].C(O)(C)(C)C. The catalyst is C1C=CC(/C=C/C(/C=C/C2C=CC=CC=2)=O)=CC=1.C1C=CC(/C=C/C(/C=C/C2C=CC=CC=2)=O)=CC=1.C1C=CC(/C=C/C(/C=C/C2C=CC=CC=2)=O)=CC=1.[Pd].[Pd].C(P(C(C)(C)C)C1C=CC=CC=1C1C=CC=CC=1N(C)C)(C)(C)C.CCOC(C)=O.CO. The product is [C:1]([O:5][C:6]([N:8]1[CH2:12][CH2:11][C@H:10]([NH:13][C:14]2[C:15]3[CH2:23][N:22]([C:25]4[CH:30]=[N:29][C:28]([O:31][CH3:32])=[C:27]([C:33]([F:36])([F:35])[F:34])[CH:26]=4)[CH2:21][CH2:20][C:16]=3[N:17]=[CH:18][N:19]=2)[CH2:9]1)=[O:7])([CH3:4])([CH3:2])[CH3:3]. The yield is 0.740. (2) The reactants are [H-].[Na+].[N+:3]([C:6]1[CH:14]=[C:13]2[C:9]([CH:10]=[CH:11][NH:12]2)=[CH:8][CH:7]=1)([O-:5])=[O:4].Br[CH2:16][C:17]([O:19][C:20]([CH3:23])([CH3:22])[CH3:21])=[O:18].[Cl-].[NH4+]. The catalyst is CN(C=O)C. The product is [N+:3]([C:6]1[CH:14]=[C:13]2[C:9]([CH:10]=[CH:11][N:12]2[CH2:16][C:17]([O:19][C:20]([CH3:23])([CH3:22])[CH3:21])=[O:18])=[CH:8][CH:7]=1)([O-:5])=[O:4]. The yield is 0.470. (3) The reactants are [F:1][C:2]1[CH:3]=[C:4]([N:9]2[CH2:13][C@H:12]([CH2:14][N:15]([C:23]3[CH:27]=[N:26][S:25][N:24]=3)[C:16](=[O:22])[O:17][C:18]([CH3:21])([CH3:20])[CH3:19])[O:11][C:10]2=[O:28])[CH:5]=[CH:6][C:7]=1I.[CH3:29][N:30]1[N:34]=[N:33][C:32]([C:35]2[CH:40]=[CH:39][C:38]([Sn](C)(C)C)=[CH:37][N:36]=2)=[N:31]1.O. The catalyst is CN1CCCC1=O.[Cu]I.C1C=CC(P(C2C=CC=CC=2)C2C=CC=CC=2)=CC=1.C1C=CC(P(C2C=CC=CC=2)C2C=CC=CC=2)=CC=1.C1C=CC(P(C2C=CC=CC=2)C2C=CC=CC=2)=CC=1.C1C=CC(P(C2C=CC=CC=2)C2C=CC=CC=2)=CC=1.[Pd]. The product is [F:1][C:2]1[CH:3]=[C:4]([N:9]2[CH2:13][C@H:12]([CH2:14][N:15]([C:23]3[CH:27]=[N:26][S:25][N:24]=3)[C:16](=[O:22])[O:17][C:18]([CH3:21])([CH3:20])[CH3:19])[O:11][C:10]2=[O:28])[CH:5]=[CH:6][C:7]=1[C:38]1[CH:37]=[N:36][C:35]([C:32]2[N:33]=[N:34][N:30]([CH3:29])[N:31]=2)=[CH:40][CH:39]=1. The yield is 0.230. (4) The reactants are C(NC(C)C)(C)C.C([Li])CCC.[CH3:13][C@@H:14]1[C@H:18]([C:19]2[CH:24]=[CH:23][CH:22]=[CH:21][CH:20]=2)[O:17][C:16](=[O:25])[N:15]1[C:26](=[O:35])[CH2:27][CH2:28][C@H:29]([CH3:34])[CH2:30][CH2:31][CH2:32][CH3:33].Br[CH2:37][C:38]([O:40][C:41]([CH3:44])([CH3:43])[CH3:42])=[O:39]. The catalyst is C1COCC1. The product is [C:41]([O:40][C:38](=[O:39])[CH2:37][C@@H:27]([C:26]([N:15]1[C@H:14]([CH3:13])[C@H:18]([C:19]2[CH:24]=[CH:23][CH:22]=[CH:21][CH:20]=2)[O:17][C:16]1=[O:25])=[O:35])[CH2:28][C@H:29]([CH3:34])[CH2:30][CH2:31][CH2:32][CH3:33])([CH3:44])([CH3:43])[CH3:42]. The yield is 0.610. (5) The reactants are Cl[CH2:2][CH2:3][CH2:4][N:5]1[C:10]2[C:11]([CH3:15])=[CH:12][CH:13]=[CH:14][C:9]=2[O:8][CH2:7][C:6]1=[O:16].C([O-])([O-])=O.[K+].[K+].[Na+].[I-].[CH2:25]([CH:29]1[CH2:34][CH2:33][NH:32][CH2:31][CH2:30]1)[CH2:26][CH2:27][CH3:28]. The catalyst is CCCCCCC.CCOC(C)=O. The product is [CH2:25]([CH:29]1[CH2:34][CH2:33][N:32]([CH2:2][CH2:3][CH2:4][N:5]2[C:10]3[C:11]([CH3:15])=[CH:12][CH:13]=[CH:14][C:9]=3[O:8][CH2:7][C:6]2=[O:16])[CH2:31][CH2:30]1)[CH2:26][CH2:27][CH3:28]. The yield is 0.530. (6) The reactants are [F:1][C:2]1[CH:3]=[C:4]([CH:7]=[CH:8][CH:9]=1)[CH:5]=O.C(O)(=O)[CH2:11][C:12]([OH:14])=[O:13].N1CCCCC1.N1C=CC=CC=1.Cl. No catalyst specified. The product is [F:1][C:2]1[CH:3]=[C:4]([CH:7]=[CH:8][CH:9]=1)[CH:5]=[CH:11][C:12]([OH:14])=[O:13]. The yield is 0.840. (7) The reactants are [CH2:1]([OH:4])[CH2:2][OH:3].[H-].[Na+].Br[CH2:8][C:9]1[CH:14]=[CH:13][C:12]([C:15]([CH3:18])([CH3:17])[CH3:16])=[CH:11][CH:10]=1.O. The catalyst is C1COCC1.[N+](CCCC)(CCCC)(CCCC)CCCC.[I-].CCOC(C)=O. The product is [CH3:18][C:15]([C:12]1[CH:11]=[CH:10][C:9]([CH2:8][O:3][CH2:2][CH2:1][OH:4])=[CH:14][CH:13]=1)([CH3:16])[CH3:17]. The yield is 0.510.